This data is from NCI-60 drug combinations with 297,098 pairs across 59 cell lines. The task is: Regression. Given two drug SMILES strings and cell line genomic features, predict the synergy score measuring deviation from expected non-interaction effect. (1) Drug 1: CC12CCC3C(C1CCC2=O)CC(=C)C4=CC(=O)C=CC34C. Drug 2: C1=NC(=NC(=O)N1C2C(C(C(O2)CO)O)O)N. Cell line: UACC-257. Synergy scores: CSS=24.3, Synergy_ZIP=1.24, Synergy_Bliss=0.673, Synergy_Loewe=-2.35, Synergy_HSA=-2.78. (2) Drug 1: CN1CCC(CC1)COC2=C(C=C3C(=C2)N=CN=C3NC4=C(C=C(C=C4)Br)F)OC. Drug 2: CC1C(C(CC(O1)OC2CC(CC3=C2C(=C4C(=C3O)C(=O)C5=C(C4=O)C(=CC=C5)OC)O)(C(=O)CO)O)N)O.Cl. Cell line: SR. Synergy scores: CSS=48.9, Synergy_ZIP=2.98, Synergy_Bliss=3.30, Synergy_Loewe=-14.9, Synergy_HSA=3.38. (3) Drug 1: CC1C(C(=O)NC(C(=O)N2CCCC2C(=O)N(CC(=O)N(C(C(=O)O1)C(C)C)C)C)C(C)C)NC(=O)C3=C4C(=C(C=C3)C)OC5=C(C(=O)C(=C(C5=N4)C(=O)NC6C(OC(=O)C(N(C(=O)CN(C(=O)C7CCCN7C(=O)C(NC6=O)C(C)C)C)C)C(C)C)C)N)C. Drug 2: CC1=C(N=C(N=C1N)C(CC(=O)N)NCC(C(=O)N)N)C(=O)NC(C(C2=CN=CN2)OC3C(C(C(C(O3)CO)O)O)OC4C(C(C(C(O4)CO)O)OC(=O)N)O)C(=O)NC(C)C(C(C)C(=O)NC(C(C)O)C(=O)NCCC5=NC(=CS5)C6=NC(=CS6)C(=O)NCCC[S+](C)C)O. Cell line: NCI-H322M. Synergy scores: CSS=25.0, Synergy_ZIP=0.0521, Synergy_Bliss=2.69, Synergy_Loewe=-38.8, Synergy_HSA=3.42. (4) Drug 1: CC1=CC2C(CCC3(C2CCC3(C(=O)C)OC(=O)C)C)C4(C1=CC(=O)CC4)C. Drug 2: C1=CC(=CC=C1CC(C(=O)O)N)N(CCCl)CCCl.Cl. Cell line: HCC-2998. Synergy scores: CSS=2.90, Synergy_ZIP=1.30, Synergy_Bliss=4.36, Synergy_Loewe=0.00581, Synergy_HSA=-0.0142.